Predict which catalyst facilitates the given reaction. From a dataset of Catalyst prediction with 721,799 reactions and 888 catalyst types from USPTO. (1) Reactant: FC(F)(F)C(O)=O.[CH2:8]([N:15]1[CH2:19][CH:18]([C:20]2[S:21][C:22]([Br:26])=[C:23]([Br:25])[CH:24]=2)[CH:17]([C:27]([OH:29])=O)[CH2:16]1)[C:9]1[CH:14]=[CH:13][CH:12]=[CH:11][CH:10]=1.C(Cl)(=O)C([Cl:33])=O. Product: [ClH:33].[CH2:8]([N:15]1[CH2:19][CH:18]([C:20]2[S:21][C:22]([Br:26])=[C:23]([Br:25])[CH:24]=2)[CH:17]([C:27]([Cl:33])=[O:29])[CH2:16]1)[C:9]1[CH:14]=[CH:13][CH:12]=[CH:11][CH:10]=1. The catalyst class is: 59. (2) Reactant: [Li]CCCC.[O:6]1[C:10]2[CH:11]=[CH:12][C:13]([CH2:15][N:16]([CH2:33][C:34]3[CH:42]=[CH:41][C:37]4[O:38][CH2:39][O:40][C:36]=4[CH:35]=3)[CH2:17][C:18]3[N:22]([CH2:23][CH2:24][CH2:25][CH3:26])[CH:21]=[N:20][C:19]=3[C:27]3[CH:32]=[CH:31][CH:30]=[CH:29][CH:28]=3)=[CH:14][C:9]=2[O:8][CH2:7]1.[CH3:43][C:44](OC(C)=O)=[O:45]. Product: [O:38]1[C:37]2[CH:41]=[CH:42][C:34]([CH2:33][N:16]([CH2:17][C:18]3[N:22]([CH2:23][CH2:24][CH2:25][CH3:26])[C:21]([C:44](=[O:45])[CH3:43])=[N:20][C:19]=3[C:27]3[CH:32]=[CH:31][CH:30]=[CH:29][CH:28]=3)[CH2:15][C:13]3[CH:12]=[CH:11][C:10]4[O:6][CH2:7][O:8][C:9]=4[CH:14]=3)=[CH:35][C:36]=2[O:40][CH2:39]1. The catalyst class is: 1. (3) Reactant: [F:1][C:2]1[CH:22]=[CH:21][C:5]([CH2:6][O:7][C:8]2[CH:13]=[CH:12][CH:11]=[CH:10][C:9]=2[C:14](=O)[CH2:15][CH2:16][C:17](=O)[CH3:18])=[CH:4][CH:3]=1.[NH2:23][C:24]1[CH:25]=[C:26]([S:30]([NH2:33])(=[O:32])=[O:31])[CH:27]=[CH:28][CH:29]=1.C1(C)C=CC(S(O)(=O)=O)=CC=1. Product: [F:1][C:2]1[CH:22]=[CH:21][C:5]([CH2:6][O:7][C:8]2[CH:13]=[CH:12][CH:11]=[CH:10][C:9]=2[C:14]2[N:23]([C:24]3[CH:25]=[C:26]([S:30]([NH2:33])(=[O:31])=[O:32])[CH:27]=[CH:28][CH:29]=3)[C:17]([CH3:18])=[CH:16][CH:15]=2)=[CH:4][CH:3]=1. The catalyst class is: 11. (4) Reactant: [C:1](N1C2C=CC=CC=2N(C(=O)C)C1=O)(=[O:3])[CH3:2].[CH3:17][O:18][C:19]1[CH:20]=[C:21]([N:28]2[CH2:34][C@H:33]([OH:35])[CH2:32][NH:31][CH2:30][CH2:29]2)[CH:22]=[CH:23][C:24]=1[N+:25]([O-:27])=[O:26]. Product: [OH:35][C@@H:33]1[CH2:32][N:31]([C:1](=[O:3])[CH3:2])[CH2:30][CH2:29][N:28]([C:21]2[CH:22]=[CH:23][C:24]([N+:25]([O-:27])=[O:26])=[C:19]([O:18][CH3:17])[CH:20]=2)[CH2:34]1. The catalyst class is: 1. (5) Reactant: Cl[C:2]1[CH:7]=[C:6]([Cl:8])[N:5]=[C:4]([O:9][CH3:10])[N:3]=1.[Cl:11][C:12]1[CH:20]=[C:19]([Cl:21])[CH:18]=[CH:17][C:13]=1[CH2:14][CH2:15][NH2:16].C(=O)(O)[O-].[Na+].O. Product: [Cl:8][C:6]1[N:5]=[C:4]([O:9][CH3:10])[N:3]=[C:2]([NH:16][CH2:15][CH2:14][C:13]2[CH:17]=[CH:18][C:19]([Cl:21])=[CH:20][C:12]=2[Cl:11])[CH:7]=1. The catalyst class is: 8. (6) Reactant: [CH3:1][N:2]1[CH:6]=[C:5]([C:7](Cl)=[O:8])[C:4]([C:10]([F:13])([F:12])[F:11])=[N:3]1.[F:14][C:15]1[CH:20]=[CH:19][C:18]([F:21])=[CH:17][C:16]=1[C:22]1[CH:28]=[CH:27][CH:26]=[CH:25][C:23]=1[NH2:24].N1C=CC=CC=1.C(OC)(C)(C)C. Product: [F:14][C:15]1[CH:20]=[CH:19][C:18]([F:21])=[CH:17][C:16]=1[C:22]1[CH:28]=[CH:27][CH:26]=[CH:25][C:23]=1[NH:24][C:7]([C:5]1[C:4]([C:10]([F:13])([F:12])[F:11])=[N:3][N:2]([CH3:1])[CH:6]=1)=[O:8]. The catalyst class is: 11. (7) Reactant: [Cl:1][C:2]1[N:7]=[C:6](Cl)[CH:5]=[CH:4][N:3]=1.P([O-])([O-])([O-])=O.[K+].[K+].[K+].C(N(CCCC)C(C1N=C([C:30]2[CH:39]=[CH:38][C:33]([C:34]([O:36][CH3:37])=[O:35])=[CH:32][C:31]=2[C:40]([N:42]2[CH2:51][CH2:50][C:49]3[C:44](=[CH:45][CH:46]=[CH:47][CH:48]=3)[CH2:43]2)=[O:41])C=CC=1)=O)CCC. Product: [Cl:1][C:2]1[N:7]=[C:6]([C:30]2[CH:39]=[CH:38][C:33]([C:34]([O:36][CH3:37])=[O:35])=[CH:32][C:31]=2[C:40]([N:42]2[CH2:51][CH2:50][C:49]3[C:44](=[CH:45][CH:46]=[CH:47][CH:48]=3)[CH2:43]2)=[O:41])[CH:5]=[CH:4][N:3]=1. The catalyst class is: 75.